Dataset: CYP1A2 inhibition data for predicting drug metabolism from PubChem BioAssay. Task: Regression/Classification. Given a drug SMILES string, predict its absorption, distribution, metabolism, or excretion properties. Task type varies by dataset: regression for continuous measurements (e.g., permeability, clearance, half-life) or binary classification for categorical outcomes (e.g., BBB penetration, CYP inhibition). Dataset: cyp1a2_veith. (1) The compound is Cc1cc(S(=O)(=O)NCCCN2CCOCC2)ccc1F. The result is 0 (non-inhibitor). (2) The compound is O=C(O)CCc1ccc(-c2ccc(Cl)cc2)n1CCC(=O)O. The result is 0 (non-inhibitor). (3) The compound is COc1ccc(N2CCN(S(=O)(=O)c3ccc4c(c3)CCCC4)CC2)c([N+](=O)[O-])c1. The result is 0 (non-inhibitor). (4) The molecule is CCCCN1CCC(COC(=O)c2cc(Cl)c(N)c3c2OCCO3)CC1. The result is 1 (inhibitor). (5) The molecule is CCN(CC)S(=O)(=O)CCP(=O)(O)CN1CCCCC1. The result is 0 (non-inhibitor). (6) The compound is C[C@]1(OC(=O)/C=C\c2ccccc2)C[C@@H](O)[C@@]2(O)C=CO[C@@H](O[C@H]3O[C@@H](CO)[C@@H](O)[C@@H](O)[C@@H]3O)[C@@H]12. The result is 0 (non-inhibitor). (7) The molecule is CC(C)CO/N=C1\[C@@H]2CCn3c(=O)n(-c4ccccc4)c(=O)n3[C@H]2[C@H](O)[C@H]2O[C@H]12. The result is 0 (non-inhibitor). (8) The drug is CN1CCCN=C1/C=C\c1cccc(O)c1.O=C(O)c1cc2ccccc2c(Cc2cc3ccccc3c(C(=O)O)c2O)c1O. The result is 0 (non-inhibitor). (9) The compound is CCCS(=O)(=O)N1CCC(C(=O)N2CCN(Cc3ccccc3)CC2)CC1. The result is 1 (inhibitor). (10) The result is 0 (non-inhibitor). The drug is C1COC(NC(C2CC2)C2CC2)=N1.